Dataset: Forward reaction prediction with 1.9M reactions from USPTO patents (1976-2016). Task: Predict the product of the given reaction. Given the reactants [NH2:1][C:2]1[CH:3]=[CH:4][C:5]([F:20])=[C:6]([C@:8]2([CH3:19])[C:13]([F:15])([F:14])[C:12]([CH3:17])([CH3:16])[O:11][C:10]([NH2:18])=[N:9]2)[CH:7]=1.[F:21][C:22]([F:37])([CH:34]([F:36])[F:35])[CH2:23][O:24][C:25]1[CH:26]=[CH:27][C:28]([C:31](O)=[O:32])=[N:29][CH:30]=1, predict the reaction product. The product is: [NH2:18][C:10]1[O:11][C:12]([CH3:16])([CH3:17])[C:13]([F:14])([F:15])[C@:8]([C:6]2[CH:7]=[C:2]([NH:1][C:31]([C:28]3[CH:27]=[CH:26][C:25]([O:24][CH2:23][C:22]([F:37])([F:21])[CH:34]([F:36])[F:35])=[CH:30][N:29]=3)=[O:32])[CH:3]=[CH:4][C:5]=2[F:20])([CH3:19])[N:9]=1.